Dataset: Reaction yield outcomes from USPTO patents with 853,638 reactions. Task: Predict the reaction yield, written as a fraction of the theoretical maximum amount of product (1.0 means a 100% yield; for example, 0.34 means a 34% yield). (1) The reactants are C([O:3][C:4]([C:6]1[N:10]2[N:11]=[C:12]([NH:15][CH2:16][C:17]3[CH:22]=[CH:21][C:20]([Cl:23])=[C:19]([Cl:24])[CH:18]=3)[CH:13]=[CH:14][C:9]2=[N:8][CH:7]=1)=[O:5])C.Cl. The catalyst is C(O)(=O)C. The product is [ClH:23].[Cl:24][C:19]1[CH:18]=[C:17]([CH:22]=[CH:21][C:20]=1[Cl:23])[CH2:16][NH:15][C:12]1[CH:13]=[CH:14][C:9]2[N:10]([C:6]([C:4]([OH:5])=[O:3])=[CH:7][N:8]=2)[N:11]=1. The yield is 0.700. (2) The reactants are [Cl:1][C:2]1[CH:3]=[C:4]([CH2:9][C:10](O)=O)[CH:5]=[CH:6][C:7]=1[Cl:8].CN(C(ON1N=NC2C=CC=NC1=2)=[N+](C)C)C.F[P-](F)(F)(F)(F)F.CCN(C(C)C)C(C)C.[NH:46]([C:48](=[S:69])[C:49]([NH:51][C:52]1[CH:53]=[C:54]2[C:59](=[CH:60][CH:61]=1)[CH2:58][N:57]([C:62]([O:64][C:65]([CH3:68])([CH3:67])[CH3:66])=[O:63])[CH2:56][CH2:55]2)=[O:50])[NH2:47]. The catalyst is CN(C=O)C. The product is [Cl:1][C:2]1[CH:3]=[C:4]([CH2:9][C:10]2[S:69][C:48]([C:49]([NH:51][C:52]3[CH:53]=[C:54]4[C:59](=[CH:60][CH:61]=3)[CH2:58][N:57]([C:62]([O:64][C:65]([CH3:68])([CH3:67])[CH3:66])=[O:63])[CH2:56][CH2:55]4)=[O:50])=[N:46][N:47]=2)[CH:5]=[CH:6][C:7]=1[Cl:8]. The yield is 0.240. (3) The reactants are [OH:1][C:2]1[CH:3]=[C:4]([CH:9]=[C:10]([O:13][CH3:14])[C:11]=1[OH:12])[C:5]([O:7][CH3:8])=[O:6].[C:15]([O-])([O-])=O.[K+].[K+]. The catalyst is CC(C)=O. The product is [CH3:14][O:13][C:10]1[C:11]2[O:12][CH2:15][O:1][C:2]=2[CH:3]=[C:4]([C:5]([O:7][CH3:8])=[O:6])[CH:9]=1. The yield is 0.800. (4) The reactants are I[C:2]1[CH:9]=[CH:8][C:5]([C:6]#[N:7])=[CH:4][CH:3]=1.[F:10][C:11]([F:19])([F:18])[C:12]([F:17])([F:16])C([O-])=O.[Na+].CN(C=O)C. The catalyst is [Cu]I.C1(C)C=CC=CC=1. The product is [F:16][C:12]([F:17])([C:2]1[CH:9]=[CH:8][C:5]([C:6]#[N:7])=[CH:4][CH:3]=1)[C:11]([F:19])([F:18])[F:10]. The yield is 0.520. (5) The reactants are [CH2:1]([C:3]1([CH2:23][CH3:24])[C:11]2[C:6](=[CH:7][C:8]([N+:16]([O-:18])=[O:17])=[C:9]([NH:12]C(=O)C)[CH:10]=2)[N:5]([CH:19]([CH3:21])[CH3:20])[C:4]1=[O:22])[CH3:2].Cl. The catalyst is C(O)C. The product is [NH2:12][C:9]1[CH:10]=[C:11]2[C:6](=[CH:7][C:8]=1[N+:16]([O-:18])=[O:17])[N:5]([CH:19]([CH3:20])[CH3:21])[C:4](=[O:22])[C:3]2([CH2:23][CH3:24])[CH2:1][CH3:2]. The yield is 0.990. (6) The reactants are [ClH:1].O1CCOCC1.OC(C(F)(F)F)=O.[CH3:15][NH:16][C:17]([C:19]1[CH:24]=[CH:23][C:22]([NH:25][C:26]([N:28]2[CH2:33][CH2:32][N:31](C(OC(C)(C)C)=O)[CH2:30][CH:29]2[CH2:41][O:42][C:43]2[CH:44]=[N:45][CH:46]=[CH:47][CH:48]=2)=[O:27])=[CH:21][CH:20]=1)=[O:18]. The catalyst is CO. The product is [ClH:1].[ClH:1].[CH3:15][NH:16][C:17]([C:19]1[CH:20]=[CH:21][C:22]([NH:25][C:26]([N:28]2[CH2:33][CH2:32][NH:31][CH2:30][CH:29]2[CH2:41][O:42][C:43]2[CH:44]=[N:45][CH:46]=[CH:47][CH:48]=2)=[O:27])=[CH:23][CH:24]=1)=[O:18]. The yield is 0.550.